Predict the product of the given reaction. From a dataset of Forward reaction prediction with 1.9M reactions from USPTO patents (1976-2016). Given the reactants C([O:3][C:4]([C:6]1[N:7]=[C:8]([NH:11][C:12]2[CH:17]=[CH:16][C:15]([N:18]3[CH:22]=[C:21]([CH3:23])[N:20]=[CH:19]3)=[C:14]([O:24][CH3:25])[CH:13]=2)[S:9][CH:10]=1)=[O:5])C.[OH-].[K+].Cl, predict the reaction product. The product is: [CH3:25][O:24][C:14]1[CH:13]=[C:12]([NH:11][C:8]2[S:9][CH:10]=[C:6]([C:4]([OH:5])=[O:3])[N:7]=2)[CH:17]=[CH:16][C:15]=1[N:18]1[CH:22]=[C:21]([CH3:23])[N:20]=[CH:19]1.